This data is from Forward reaction prediction with 1.9M reactions from USPTO patents (1976-2016). The task is: Predict the product of the given reaction. (1) Given the reactants FC(F)(F)C(O)=O.[Cl:8][C:9]1[C:13]([Cl:14])=[C:12]([CH3:15])[NH:11][C:10]=1[C:16]([NH:18][CH:19]1[CH2:24][CH2:23][NH:22][CH2:21]/[C:20]/1=[N:25]\[O:26][CH3:27])=[O:17].Cl[C:29]1[S:30][C:31]([C:41]([O:43][CH2:44][CH:45]=[CH2:46])=[O:42])=[C:32]([C:34]([NH:36][CH2:37][CH2:38][O:39][CH3:40])=[O:35])[N:33]=1.C([O-])(O)=O.[Na+].Cl, predict the reaction product. The product is: [Cl:8][C:9]1[C:13]([Cl:14])=[C:12]([CH3:15])[NH:11][C:10]=1[C:16]([NH:18][CH:19]1[CH2:24][CH2:23][N:22]([C:29]2[S:30][C:31]([C:41]([O:43][CH2:44][CH:45]=[CH2:46])=[O:42])=[C:32]([C:34]([NH:36][CH2:37][CH2:38][O:39][CH3:40])=[O:35])[N:33]=2)[CH2:21]/[C:20]/1=[N:25]\[O:26][CH3:27])=[O:17]. (2) Given the reactants Br[C:2]1[CH:10]=[C:9]([F:11])[CH:8]=[C:7]2[C:3]=1[CH:4]=[CH:5][NH:6]2.[B:12]1([B:12]2[O:16][C:15]([CH3:18])([CH3:17])[C:14]([CH3:20])([CH3:19])[O:13]2)[O:16][C:15]([CH3:18])([CH3:17])[C:14]([CH3:20])([CH3:19])[O:13]1.C([O-])(=O)C.[K+], predict the reaction product. The product is: [F:11][C:9]1[CH:8]=[C:7]2[C:3]([CH:4]=[CH:5][NH:6]2)=[C:2]([B:12]2[O:16][C:15]([CH3:18])([CH3:17])[C:14]([CH3:20])([CH3:19])[O:13]2)[CH:10]=1. (3) The product is: [F:19][C:20]1[CH:25]=[CH:24][CH:23]=[CH:22][C:21]=1[N:26]1[CH2:31][CH2:30][N:29]([CH2:17][CH2:16][CH2:15][C:9]2[CH:10]=[C:11]([CH2:12][CH2:13][CH3:14])[N:7]([C:1]3[CH:6]=[CH:5][CH:4]=[CH:3][CH:2]=3)[N:8]=2)[CH2:28][CH2:27]1. Given the reactants [C:1]1([N:7]2[C:11]([CH2:12][CH2:13][CH3:14])=[CH:10][C:9]([CH2:15][CH2:16][CH:17]=O)=[N:8]2)[CH:6]=[CH:5][CH:4]=[CH:3][CH:2]=1.[F:19][C:20]1[CH:25]=[CH:24][CH:23]=[CH:22][C:21]=1[N:26]1[CH2:31][CH2:30][NH:29][CH2:28][CH2:27]1.CCN(C(C)C)C(C)C.[BH-](OC(C)=O)(OC(C)=O)OC(C)=O.[Na+], predict the reaction product. (4) Given the reactants [Si:1](Cl)([C:4]([CH3:7])([CH3:6])[CH3:5])([CH3:3])[CH3:2].[NH2:9][C:10]1[N:14]([C:15]2[C:20]([Cl:21])=[CH:19][C:18]([C:22]([F:25])([F:24])[F:23])=[CH:17][C:16]=2[Cl:26])[N:13]=[C:12]([CH:27]=[N:28][OH:29])[C:11]=1[S:30]([CH3:32])=[O:31].N1C=CN=C1.O, predict the reaction product. The product is: [Si:1]([O:29][N:28]=[CH:27][C:12]1[C:11]([S:30]([CH3:32])=[O:31])=[C:10]([NH2:9])[N:14]([C:15]2[C:20]([Cl:21])=[CH:19][C:18]([C:22]([F:25])([F:23])[F:24])=[CH:17][C:16]=2[Cl:26])[N:13]=1)([C:4]([CH3:7])([CH3:6])[CH3:5])([CH3:3])[CH3:2].